The task is: Predict the reactants needed to synthesize the given product.. This data is from Full USPTO retrosynthesis dataset with 1.9M reactions from patents (1976-2016). (1) Given the product [Br:1][C:26]1[CH:25]=[C:24]([O:27][CH3:28])[C:23]([O:29][CH2:30][CH2:31][CH2:32][O:33][CH3:34])=[CH:22][C:21]=1[CH2:20][N:12]([CH:9]1[CH2:11][CH2:10]1)[C:13](=[O:19])[O:14][C:15]([CH3:17])([CH3:18])[CH3:16], predict the reactants needed to synthesize it. The reactants are: [Br:1]N1C(=O)CCC1=O.[CH:9]1([N:12]([CH2:20][C:21]2[CH:26]=[CH:25][C:24]([O:27][CH3:28])=[C:23]([O:29][CH2:30][CH2:31][CH2:32][O:33][CH3:34])[CH:22]=2)[C:13](=[O:19])[O:14][C:15]([CH3:18])([CH3:17])[CH3:16])[CH2:11][CH2:10]1. (2) Given the product [C:14]([O:1][CH2:2][C-:3]1[CH:7]=[CH:6][CH:5]=[CH:4]1)(=[O:18])[C:15]([CH3:17])=[CH2:16].[CH-:8]1[CH:12]=[CH:11][CH:10]=[CH:9]1.[Fe+2:13], predict the reactants needed to synthesize it. The reactants are: [OH:1][CH2:2][C-:3]1[CH:7]=[CH:6][CH:5]=[CH:4]1.[CH-:8]1[CH:12]=[CH:11][CH:10]=[CH:9]1.[Fe+2:13].[C:14]([O-])(=[O:18])[C:15]([CH3:17])=[CH2:16].[Cl-]. (3) Given the product [C:10]([C:8]1[CH:7]=[CH:6][C:5]([C:12]2[CH:17]=[CH:16][C:15]([O:18][C:19]([F:21])([F:22])[F:20])=[C:14]([CH2:23][NH:24][C@H:25]3[CH2:30][CH2:29][N:28]([C:45](=[O:51])[C:46]([O:48][CH2:49][CH3:50])=[O:47])[CH2:27][C@H:26]3[C:31]3[CH:32]=[CH:33][CH:34]=[CH:35][CH:36]=3)[CH:13]=2)=[C:4]([F:3])[CH:9]=1)#[N:11], predict the reactants needed to synthesize it. The reactants are: Cl.Cl.[F:3][C:4]1[CH:9]=[C:8]([C:10]#[N:11])[CH:7]=[CH:6][C:5]=1[C:12]1[CH:17]=[CH:16][C:15]([O:18][C:19]([F:22])([F:21])[F:20])=[C:14]([CH2:23][NH:24][C@H:25]2[CH2:30][CH2:29][NH:28][CH2:27][C@H:26]2[C:31]2[CH:36]=[CH:35][CH:34]=[CH:33][CH:32]=2)[CH:13]=1.C(N(CC)CC)C.Cl[C:45](=[O:51])[C:46]([O:48][CH2:49][CH3:50])=[O:47]. (4) Given the product [F:15][C:14]([F:17])([F:16])[C:1]([C:4]1[CH:5]=[CH:6][C:7]([S:10]([N:28]2[CH2:33][CH2:34][CH2:40][CH2:39][CH2:38][CH2:37]2)(=[O:12])=[O:11])=[CH:8][CH:9]=1)([OH:3])[CH3:2], predict the reactants needed to synthesize it. The reactants are: [C:1]([C:4]1[CH:9]=[CH:8][C:7]([S:10](N)(=[O:12])=[O:11])=[CH:6][CH:5]=1)(=[O:3])[CH3:2].[C:14]([Si](C)(C)C)([F:17])([F:16])[F:15].O.[F-].C([N+:28]([CH2:37][CH2:38][CH2:39][CH3:40])([CH2:33][CH2:34]CC)CCCC)CCC. (5) Given the product [Br:1][C:2]1[N:3]=[C:4]2[C:10]([C:11]([OH:23])=[O:12])=[CH:9][N:8]([CH2:13][O:14][CH2:15][CH2:16][Si:17]([CH3:20])([CH3:19])[CH3:18])[C:5]2=[N:6][CH:7]=1, predict the reactants needed to synthesize it. The reactants are: [Br:1][C:2]1[N:3]=[C:4]2[C:10]([CH:11]=[O:12])=[CH:9][N:8]([CH2:13][O:14][CH2:15][CH2:16][Si:17]([CH3:20])([CH3:19])[CH3:18])[C:5]2=[N:6][CH:7]=1.S(=O)(=O)([OH:23])N.[O-]Cl=O.[Na+].OP([O-])(O)=O.[K+]. (6) Given the product [OH:7][C@@H:8]([C@@:10]1([CH3:31])[C@H:14]([C:15]2[CH:20]=[CH:19][C:18]([O:21][CH3:22])=[C:17]([O:23][CH2:35][CH:32]3[CH2:34][CH2:33]3)[CH:16]=2)[CH2:13][N:12]([C:24](=[O:30])[CH2:25][S:26][C:27](=[O:29])[CH3:28])[CH2:11]1)[CH3:9], predict the reactants needed to synthesize it. The reactants are: C([O-])([O-])=O.[K+].[K+].[OH:7][C@@H:8]([C@@:10]1([CH3:31])[C@H:14]([C:15]2[CH:20]=[CH:19][C:18]([O:21][CH3:22])=[C:17]([OH:23])[CH:16]=2)[CH2:13][N:12]([C:24](=[O:30])[CH2:25][S:26][C:27](=[O:29])[CH3:28])[CH2:11]1)[CH3:9].[CH:32]1([CH2:35]Br)[CH2:34][CH2:33]1.